From a dataset of Catalyst prediction with 721,799 reactions and 888 catalyst types from USPTO. Predict which catalyst facilitates the given reaction. (1) Reactant: [C:1]([C:3]1[C:8](=O)[NH:7][C:6]([S:10][CH3:11])=[N:5][C:4]=1[C:12]1[CH:13]=[C:14]([CH2:18][CH3:19])[CH:15]=[N:16][CH:17]=1)#[N:2].O=P(Cl)(Cl)[Cl:22]. Product: [Cl:22][C:8]1[N:7]=[C:6]([S:10][CH3:11])[N:5]=[C:4]([C:12]2[CH:13]=[C:14]([CH2:18][CH3:19])[CH:15]=[N:16][CH:17]=2)[C:3]=1[C:1]#[N:2]. The catalyst class is: 12. (2) Reactant: O[Li].O.[CH3:4][O:5][C:6]1[CH:7]=[CH:8][C:9]([O:22][CH2:23][C:24]2[CH:29]=[CH:28][CH:27]=[CH:26][CH:25]=2)=[C:10]([CH:21]=1)[C:11]([O:13]CC1C=CC=CC=1)=[O:12].C1COCC1.Cl. Product: [CH3:4][O:5][C:6]1[CH:7]=[CH:8][C:9]([O:22][CH2:23][C:24]2[CH:29]=[CH:28][CH:27]=[CH:26][CH:25]=2)=[C:10]([CH:21]=1)[C:11]([OH:13])=[O:12]. The catalyst class is: 84.